This data is from Reaction yield outcomes from USPTO patents with 853,638 reactions. The task is: Predict the reaction yield, written as a fraction of the theoretical maximum amount of product (1.0 means a 100% yield; for example, 0.34 means a 34% yield). (1) The reactants are [Cl:1][C:2]1[N:11]=[C:10](Cl)[C:9]2[CH2:8][CH2:7][CH2:6][CH:5]([C:13]3[CH:18]=[CH:17][C:16]([F:19])=[CH:15][CH:14]=3)[C:4]=2[N:3]=1.[CH3:20][NH:21][CH3:22]. The catalyst is CO. The product is [Cl:1][C:2]1[N:11]=[C:10]([N:21]([CH3:22])[CH3:20])[C:9]2[CH2:8][CH2:7][CH2:6][CH:5]([C:13]3[CH:18]=[CH:17][C:16]([F:19])=[CH:15][CH:14]=3)[C:4]=2[N:3]=1. The yield is 1.00. (2) The reactants are [CH:1]([N:14]1[C:22]2[C:17](=[CH:18][C:19]([Cl:23])=[CH:20][CH:21]=2)[C:16]([CH2:24][CH2:25][O:26][C:27]2[CH:35]=[CH:34][C:30]([C:31]([OH:33])=[O:32])=[CH:29][CH:28]=2)=[C:15]1[CH2:36][CH2:37][NH:38][S:39]([CH2:42][C:43]1C=CC=CC=1)(=[O:41])=[O:40])([C:8]1[CH:13]=[CH:12][CH:11]=[CH:10][CH:9]=1)[C:2]1[CH:7]=[CH:6][CH:5]=[CH:4][CH:3]=1.CCN(CC)CC.N1C=CC=CC=1.[CH3:62][N:63]1C=C(S(Cl)(=O)=O)[N:65]=[CH:64]1.C(=O)(O)[O-].[Na+]. The catalyst is C(Cl)Cl.CO.C(Cl)Cl. The product is [CH:1]([N:14]1[C:22]2[C:17](=[CH:18][C:19]([Cl:23])=[CH:20][CH:21]=2)[C:16]([CH2:24][CH2:25][O:26][C:27]2[CH:28]=[CH:29][C:30]([C:31]([OH:33])=[O:32])=[CH:34][CH:35]=2)=[C:15]1[CH2:36][CH2:37][NH:38][S:39]([C:42]1[N:65]=[CH:64][N:63]([CH3:62])[CH:43]=1)(=[O:40])=[O:41])([C:2]1[CH:3]=[CH:4][CH:5]=[CH:6][CH:7]=1)[C:8]1[CH:13]=[CH:12][CH:11]=[CH:10][CH:9]=1. The yield is 0.920. (3) The reactants are [C:1]1([CH3:7])[CH:6]=[CH:5][CH:4]=[CH:3][CH:2]=1.[C:8]1([C:24]2[CH:36]=[C:35]3[C:27]([C:28]4[CH:29]=[CH:30][C:31](B(O)O)=[CH:32][C:33]=4[C:34]3([CH2:45][CH2:46][CH2:47][CH2:48][CH2:49][CH2:50][CH2:51][CH3:52])[CH2:37][CH2:38][CH2:39][CH2:40][CH2:41][CH2:42][CH2:43][CH3:44])=[CH:26][CH:25]=2)[C:21]2[C:22]3=[C:23]4[C:18](=[CH:19][CH:20]=2)[CH:17]=[CH:16][CH:15]=[C:14]4[CH:13]=[CH:12][C:11]3=[CH:10][CH:9]=1.C([O-])([O-])=O.[Na+].[Na+]. The catalyst is C1C=CC([P]([Pd]([P](C2C=CC=CC=2)(C2C=CC=CC=2)C2C=CC=CC=2)([P](C2C=CC=CC=2)(C2C=CC=CC=2)C2C=CC=CC=2)[P](C2C=CC=CC=2)(C2C=CC=CC=2)C2C=CC=CC=2)(C2C=CC=CC=2)C2C=CC=CC=2)=CC=1.C(O)C. The product is [CH:5]1[C:6]2[C:1](=[C:7]([C:31]3[CH:32]=[C:33]4[C:28]([C:27]5[CH:26]=[CH:25][C:24]([C:8]6[C:21]7[C:22]8=[C:23]9[C:18](=[CH:19][CH:20]=7)[CH:17]=[CH:16][CH:15]=[C:14]9[CH:13]=[CH:12][C:11]8=[CH:10][CH:9]=6)=[CH:36][C:35]=5[C:34]4([CH2:37][CH2:38][CH2:39][CH2:40][CH2:41][CH2:42][CH2:43][CH3:44])[CH2:45][CH2:46][CH2:47][CH2:48][CH2:49][CH2:50][CH2:51][CH3:52])=[CH:29][CH:30]=3)[C:6]3[C:1]([C:7]=2[C:2]2[C:1]4[C:6]([CH:5]=[C:4]5[C:3]=2[CH:3]=[CH:2][CH:1]=[CH:7]5)=[CH:6][CH:5]=[CH:4][CH:7]=4)=[CH:2][CH:3]=[CH:4][CH:5]=3)[CH:2]=[CH:3][CH:4]=1. The yield is 0.463.